Dataset: Catalyst prediction with 721,799 reactions and 888 catalyst types from USPTO. Task: Predict which catalyst facilitates the given reaction. (1) Reactant: [CH3:1][C:2]1[C:7]([CH2:8][S@:9]([C:11]2[NH:19][C:18]3[C:13](=[CH:14][CH:15]=[CH:16][CH:17]=3)[N:12]=2)=[O:10])=[N:6][CH:5]=[CH:4][C:3]=1[O:20][CH2:21][C:22]([F:25])([F:24])[F:23].[CH3:1][C:2]1[C:7]([CH2:8][S@:9]([C:11]2[NH:12][C:13]3[C:18](=[CH:17][CH:16]=[CH:15][CH:14]=3)[N:19]=2)=[O:10])=[N:6][CH:5]=[CH:4][C:3]=1[O:20][CH2:21][C:22]([F:25])([F:23])[F:24].O.O.O. Product: [CH3:1][C:2]1[C:3]([O:20][CH2:21][C:22]([F:25])([F:23])[F:24])=[CH:4][CH:5]=[N:6][C:7]=1[CH2:8][S+:9]([O-:10])[C:11]1[NH:19][C:18]2[CH:17]=[CH:16][CH:15]=[CH:14][C:13]=2[N:12]=1. The catalyst class is: 8. (2) Reactant: [CH2:1]([N:3]1[C:11]2[CH:10]=[CH:9][N:8]=[CH:7][C:6]=2[N:5]=[C:4]1[CH2:12][N:13]1[CH:17]=[CH:16][N:15]=[C:14]1[C:18]1[S:19][CH:20]=[CH:21][N:22]=1)[CH3:2].I[CH3:24]. Product: [CH2:1]([N:3]1[C:11]2[CH2:10][CH2:9][N:8]([CH3:24])[CH2:7][C:6]=2[N:5]=[C:4]1[CH2:12][N:13]1[CH:17]=[CH:16][N:15]=[C:14]1[C:18]1[S:19][CH:20]=[CH:21][N:22]=1)[CH3:2]. The catalyst class is: 21. (3) Reactant: [CH3:1][O:2][C:3]1[CH:4]=[C:5]2[C:10](=[CH:11][CH:12]=1)[N:9]=[CH:8][C:7]([C:13]([O:15][CH2:16][CH3:17])=[O:14])=[C:6]2O.O=P(Cl)(Cl)[Cl:21].P(Cl)(Cl)(Cl)(Cl)Cl. Product: [CH3:1][O:2][C:3]1[CH:4]=[C:5]2[C:10](=[CH:11][CH:12]=1)[N:9]=[CH:8][C:7]([C:13]([O:15][CH2:16][CH3:17])=[O:14])=[C:6]2[Cl:21]. The catalyst class is: 11. (4) Reactant: [Br:1][C:2]1[NH:6][C:5]2[C:7]([Br:21])=[C:8]3[C:13](=[C:14]([Br:15])[C:4]=2[N:3]=1)[C:12]([CH3:16])=[C:11]([CH:17]=O)[C:10]([CH3:19])=[C:9]3[CH3:20].[C:22]1(P(C2C=CC=CC=2)C2C=CC=CC=2)C=CC=C[CH:23]=1.C([Li])CCC. Product: [Br:1][C:2]1[NH:6][C:5]2[C:7]([Br:21])=[C:8]3[C:13](=[C:14]([Br:15])[C:4]=2[N:3]=1)[C:12]([CH3:16])=[C:11](/[CH:17]=[CH:22]/[CH3:23])[C:10]([CH3:19])=[C:9]3[CH3:20]. The catalyst class is: 11. (5) Reactant: O.C1(C)C=CC(S(O)(=O)=O)=CC=1.[CH2:13]([O:20][C:21]1[CH:22]=[C:23]([CH2:28][OH:29])[CH:24]=[CH:25][C:26]=1[I:27])[C:14]1[CH:19]=[CH:18][CH:17]=[CH:16][CH:15]=1.[O:30]1[CH:35]=[CH:34][CH2:33][CH2:32][CH2:31]1. Product: [CH2:13]([O:20][C:21]1[CH:22]=[C:23]([CH:24]=[CH:25][C:26]=1[I:27])[CH2:28][O:29][CH:31]1[CH2:32][CH2:33][CH2:34][CH2:35][O:30]1)[C:14]1[CH:15]=[CH:16][CH:17]=[CH:18][CH:19]=1. The catalyst class is: 2. (6) Reactant: [F:1][C:2]([F:35])([F:34])[C:3]1[CH:4]=[C:5]([C@H:13]([O:15][C@@H:16]2[C@@H:21]([C:22]3[CH:27]=[CH:26][C:25]([F:28])=[CH:24][CH:23]=3)[CH2:20][N:19]3[C:29]([CH2:32]Cl)=[N:30][N:31]=[C:18]3[CH2:17]2)[CH3:14])[CH:6]=[C:7]([C:9]([F:12])([F:11])[F:10])[CH:8]=1.C(Cl)CCl.[NH:40]1[C:44](=[O:45])[CH2:43][CH2:42][C@H]1C(O)=O. Product: [F:1][C:2]([F:35])([F:34])[C:3]1[CH:4]=[C:5]([C@H:13]([O:15][C@@H:16]2[C@@H:21]([C:22]3[CH:27]=[CH:26][C:25]([F:28])=[CH:24][CH:23]=3)[CH2:20][N:19]3[C:29]([CH:32]4[NH:40][C:44](=[O:45])[CH2:43][CH2:42]4)=[N:30][N:31]=[C:18]3[CH2:17]2)[CH3:14])[CH:6]=[C:7]([C:9]([F:12])([F:11])[F:10])[CH:8]=1. The catalyst class is: 79. (7) Reactant: [N:1]1[C:2]2[N:3]([CH:7]=[CH:8][C:9]=2[C:10]([O:12][CH3:13])=[O:11])[CH:4]=[CH:5][CH:6]=1.Br[C:15]1[C:16]([CH:24]=[O:25])=[CH:17][C:18]2[O:22][CH2:21][O:20][C:19]=2[CH:23]=1.C([O-])(=O)C.[K+]. Product: [CH:24]([C:16]1[C:15]([C:7]2[N:3]3[CH:4]=[CH:5][CH:6]=[N:1][C:2]3=[C:9]([C:10]([O:12][CH3:13])=[O:11])[CH:8]=2)=[CH:23][C:19]2[O:20][CH2:21][O:22][C:18]=2[CH:17]=1)=[O:25]. The catalyst class is: 44. (8) Reactant: Br[C:2]1[N:6]([S:7]([C:10]2[CH:15]=[CH:14][CH:13]=[C:12]([O:16][CH3:17])[CH:11]=2)(=[O:9])=[O:8])[CH:5]=[C:4]([CH2:18][N:19]([CH3:27])[C:20](=[O:26])[O:21][C:22]([CH3:25])([CH3:24])[CH3:23])[CH:3]=1.[F:28][C:29]1[C:34](B(O)O)=[CH:33][CH:32]=[CH:31][N:30]=1.C(=O)([O-])[O-].[Na+].[Na+]. Product: [F:28][C:29]1[C:34]([C:2]2[N:6]([S:7]([C:10]3[CH:15]=[CH:14][CH:13]=[C:12]([O:16][CH3:17])[CH:11]=3)(=[O:9])=[O:8])[CH:5]=[C:4]([CH2:18][N:19]([CH3:27])[C:20](=[O:26])[O:21][C:22]([CH3:25])([CH3:24])[CH3:23])[CH:3]=2)=[CH:33][CH:32]=[CH:31][N:30]=1. The catalyst class is: 108. (9) The catalyst class is: 5. Product: [CH2:1]([O:8][N:9]1[C:14](=[O:15])[CH2:13][CH2:12][C@@H:11]([NH:16][C:17]2[N:18]=[CH:19][C:20](/[CH:23]=[CH:24]/[C:25]([NH:31][OH:32])=[O:26])=[N:21][CH:22]=2)[CH2:10]1)[C:2]1[CH:7]=[CH:6][CH:5]=[CH:4][CH:3]=1. Reactant: [CH2:1]([O:8][N:9]1[C:14](=[O:15])[CH2:13][CH2:12][C@@H:11]([NH:16][C:17]2[N:18]=[CH:19][C:20](/[CH:23]=[CH:24]/[C:25](OCC)=[O:26])=[N:21][CH:22]=2)[CH2:10]1)[C:2]1[CH:7]=[CH:6][CH:5]=[CH:4][CH:3]=1.Cl.[NH2:31][OH:32].C[O-].[Na+].Cl.